This data is from NCI-60 drug combinations with 297,098 pairs across 59 cell lines. The task is: Regression. Given two drug SMILES strings and cell line genomic features, predict the synergy score measuring deviation from expected non-interaction effect. Drug 1: CN1CCC(CC1)COC2=C(C=C3C(=C2)N=CN=C3NC4=C(C=C(C=C4)Br)F)OC. Drug 2: C1CC(=O)NC(=O)C1N2CC3=C(C2=O)C=CC=C3N. Cell line: OVCAR-8. Synergy scores: CSS=9.74, Synergy_ZIP=-2.15, Synergy_Bliss=0.744, Synergy_Loewe=-0.472, Synergy_HSA=1.55.